Predict the reactants needed to synthesize the given product. From a dataset of Full USPTO retrosynthesis dataset with 1.9M reactions from patents (1976-2016). (1) Given the product [C:32]([OH:45])(=[O:44])[CH:33]=[CH2:34].[NH2:26][C:27]([O:19][CH2:1][CH3:2])=[O:28], predict the reactants needed to synthesize it. The reactants are: [CH2:1]([OH:19])[CH2:2]CCCCCCCCCCCCCCCC.C(N=C=O)CCCCC[N:26]=[C:27]=[O:28].[C:32]([O-:45])(=[O:44])[CH2:33][CH2:34]CCCCCCCCC.C([Sn+2]CCCC)CCC.[C:32]([O-:45])(=[O:44])[CH2:33][CH2:34]CCCCCCCCC.COC1C=CC(O)=CC=1. (2) Given the product [CH2:14]([N:21]([CH2:2][C:3]([CH2:4][O:5][Si:6]([C:9]([CH3:12])([CH3:11])[CH3:10])([CH3:8])[CH3:7])=[CH2:13])[CH2:22][C:23]#[N:24])[C:15]1[CH:20]=[CH:19][CH:18]=[CH:17][CH:16]=1, predict the reactants needed to synthesize it. The reactants are: Br[CH2:2][C:3](=[CH2:13])[CH2:4][O:5][Si:6]([C:9]([CH3:12])([CH3:11])[CH3:10])([CH3:8])[CH3:7].[CH2:14]([NH:21][CH2:22][C:23]#[N:24])[C:15]1[CH:20]=[CH:19][CH:18]=[CH:17][CH:16]=1. (3) Given the product [Br:1][C:2]1[C:11]2[C:6](=[C:7]([C:14]#[N:15])[CH:8]=[C:9]([OH:12])[CH:10]=2)[C:5](=[O:16])[N:4]([C:17]2[CH:22]=[CH:21][C:20]([OH:23])=[CH:19][CH:18]=2)[CH:3]=1, predict the reactants needed to synthesize it. The reactants are: [Br:1][C:2]1[C:11]2[C:6](=[C:7]([C:14]#[N:15])[CH:8]=[C:9]([O:12]C)[CH:10]=2)[C:5](=[O:16])[N:4]([C:17]2[CH:22]=[CH:21][C:20]([O:23]C)=[CH:19][CH:18]=2)[CH:3]=1.B(Br)(Br)Br. (4) Given the product [Cl:1][C:2]1[C:7]([C:8]2[CH:13]=[CH:12][CH:11]=[C:10]([CH2:14][CH3:15])[CH:9]=2)=[C:6]([C:16]([OH:25])([C@@H:26]2[CH2:31][CH2:30][CH2:29][NH:28][CH2:27]2)[CH2:17][CH2:18][CH2:19][NH:20][C:21](=[O:24])[CH2:22][OH:23])[CH:5]=[CH:4][CH:3]=1, predict the reactants needed to synthesize it. The reactants are: [Cl:1][C:2]1[C:7]([C:8]2[CH:13]=[CH:12][CH:11]=[C:10]([CH2:14][CH3:15])[CH:9]=2)=[C:6]([C:16]([C@@H:26]2[CH2:31][CH2:30][CH2:29][N:28](C(OC(C)(C)C)=O)[CH2:27]2)([OH:25])[CH2:17][CH2:18][CH2:19][NH:20][C:21](=[O:24])[CH2:22][OH:23])[CH:5]=[CH:4][CH:3]=1.Cl. (5) Given the product [CH3:16][C:11]1([CH3:15])[O:12][C:13](=[O:14])[CH:8]([C:4]2([C:1]#[N:2])[CH2:5][CH2:6][CH2:7]2)[C:9](=[O:17])[O:10]1, predict the reactants needed to synthesize it. The reactants are: [C-:1]#[N:2].[K+].[C:4]1(=[C:8]2[C:13](=[O:14])[O:12][C:11]([CH3:16])([CH3:15])[O:10][C:9]2=[O:17])[CH2:7][CH2:6][CH2:5]1.Cl.